From a dataset of Catalyst prediction with 721,799 reactions and 888 catalyst types from USPTO. Predict which catalyst facilitates the given reaction. (1) Reactant: C(NC(C)C)(C)C.[Li]CCCC.[Br:13][C:14]1[CH:19]=[CH:18][CH:17]=[C:16]([C:20]([F:23])([F:22])[F:21])[N:15]=1.[I:24]I. Product: [Br:13][C:14]1[CH:19]=[C:18]([I:24])[CH:17]=[C:16]([C:20]([F:21])([F:22])[F:23])[N:15]=1. The catalyst class is: 1. (2) Reactant: [Br:1][C:2]1[C:6]2[N:7]=[CH:8][N:9]=[C:10](Cl)[C:5]=2[S:4][CH:3]=1.[NH3:12]. Product: [Br:1][C:2]1[C:6]2[N:7]=[CH:8][N:9]=[C:10]([NH2:12])[C:5]=2[S:4][CH:3]=1. The catalyst class is: 32. (3) Reactant: [N:1]1([CH2:8][CH2:9][NH2:10])[CH2:7][CH2:6][CH2:5][CH2:4][CH2:3][CH2:2]1.CS([C:15]1[N:20]=[C:19]([C:21]2[C:22]([C:34]3[CH:39]=[CH:38][CH:37]=[C:36]([Cl:40])[CH:35]=3)=[N:23][N:24]3[CH:29]=[C:28]([C:30]([F:33])([F:32])[F:31])[CH:27]=[CH:26][C:25]=23)[CH:18]=[CH:17][N:16]=1)(=O)=O. Product: [N:1]1([CH2:8][CH2:9][NH:10][C:15]2[N:20]=[C:19]([C:21]3[C:22]([C:34]4[CH:39]=[CH:38][CH:37]=[C:36]([Cl:40])[CH:35]=4)=[N:23][N:24]4[CH:29]=[C:28]([C:30]([F:33])([F:31])[F:32])[CH:27]=[CH:26][C:25]=34)[CH:18]=[CH:17][N:16]=2)[CH2:7][CH2:6][CH2:5][CH2:4][CH2:3][CH2:2]1. The catalyst class is: 6.